Dataset: Forward reaction prediction with 1.9M reactions from USPTO patents (1976-2016). Task: Predict the product of the given reaction. Given the reactants [CH2:1]1[C:5]2([CH2:10][CH2:9][CH:8]([OH:11])[CH2:7][CH2:6]2)[CH2:4][CH2:3][CH2:2]1.C1C=CC(P(C2C=CC=CC=2)C2C=CC=CC=2)=CC=1.[Br:31][C:32]1[CH:37]=[CH:36][C:35](O)=[CH:34][CH:33]=1.CC(OC(/N=N/C(OC(C)C)=O)=O)C, predict the reaction product. The product is: [Br:31][C:32]1[CH:37]=[CH:36][C:35]([O:11][CH:8]2[CH2:9][CH2:10][C:5]3([CH2:1][CH2:2][CH2:3][CH2:4]3)[CH2:6][CH2:7]2)=[CH:34][CH:33]=1.